Task: Predict the product of the given reaction.. Dataset: Forward reaction prediction with 1.9M reactions from USPTO patents (1976-2016) The product is: [OH:35][CH2:34][C@H:33]([NH:32][C:21]([C:20]1[C:14]2[C:15](=[N:16][CH:17]=[C:12]([C:6]3[C:5]4[C:9](=[CH:10][C:2]([Cl:1])=[CH:3][CH:4]=4)[N:8]([CH3:11])[N:7]=3)[N:13]=2)[N:18]([CH2:24][O:25][CH2:26][CH2:27][Si:28]([CH3:29])([CH3:31])[CH3:30])[CH:19]=1)=[O:22])[CH3:36]. Given the reactants [Cl:1][C:2]1[CH:10]=[C:9]2[C:5]([C:6]([C:12]3[N:13]=[C:14]4[C:20]([C:21](O)=[O:22])=[CH:19][N:18]([CH2:24][O:25][CH2:26][CH2:27][Si:28]([CH3:31])([CH3:30])[CH3:29])[C:15]4=[N:16][CH:17]=3)=[N:7][N:8]2[CH3:11])=[CH:4][CH:3]=1.[NH2:32][C@H:33]([CH3:36])[CH2:34][OH:35].CN(C(ON1N=NC2C=CC=CC1=2)=[N+](C)C)C.F[P-](F)(F)(F)(F)F.C1C=CC2N(O)N=NC=2C=1.C(N(CC)C(C)C)(C)C, predict the reaction product.